Dataset: Catalyst prediction with 721,799 reactions and 888 catalyst types from USPTO. Task: Predict which catalyst facilitates the given reaction. (1) Reactant: C([O:3][C:4](=[O:33])[CH2:5][O:6][CH:7]1[CH2:11][CH2:10][N:9]([CH2:12][CH:13]([N:20]([C:22](=[O:32])[CH2:23][C:24]2[CH:29]=[CH:28][C:27]([Cl:30])=[C:26]([Cl:31])[CH:25]=2)[CH3:21])[C:14]2[CH:19]=[CH:18][CH:17]=[CH:16][CH:15]=2)[CH2:8]1)C.[OH-].[Li+].Cl.C(OCC)(=O)C. Product: [Cl:31][C:26]1[CH:25]=[C:24]([CH2:23][C:22]([N:20]([CH3:21])[CH:13]([C:14]2[CH:15]=[CH:16][CH:17]=[CH:18][CH:19]=2)[CH2:12][N:9]2[CH2:10][CH2:11][CH:7]([O:6][CH2:5][C:4]([OH:33])=[O:3])[CH2:8]2)=[O:32])[CH:29]=[CH:28][C:27]=1[Cl:30]. The catalyst class is: 7. (2) Product: [CH2:7]([O:6][C:4](=[O:5])[C:3]([C:14](=[S:15])[NH:13][CH:10]1[CH2:12][CH2:11]1)=[C:2]([NH2:1])[CH3:9])[CH3:8]. The catalyst class is: 194. Reactant: [NH2:1]/[C:2](/[CH3:9])=[CH:3]\[C:4]([O:6][CH2:7][CH3:8])=[O:5].[CH:10]1([N:13]=[C:14]=[S:15])[CH2:12][CH2:11]1.C(OCC)C. (3) Reactant: [Br-].[CH3:2][O:3][C:4]1[CH:9]=[CH:8][C:7]([CH2:10][P+](C2C=CC=CC=2)(C2C=CC=CC=2)C2C=CC=CC=2)=[CH:6][CH:5]=1.[CH3:30][CH:31]([CH2:34][CH2:35][CH2:36][CH2:37][CH2:38][CH2:39][CH2:40][CH2:41][CH3:42])[CH:32]=O. Product: [CH3:2][O:3][C:4]1[CH:5]=[CH:6][C:7]([CH:10]=[CH:30][CH:31]([CH3:32])[CH2:34][CH2:35][CH2:36][CH2:37][CH2:38][CH2:39][CH2:40][CH2:41][CH3:42])=[CH:8][CH:9]=1. The catalyst class is: 1. (4) Reactant: [C:1]([O:5][C:6]([NH:8][C:9]1[C:13]2=[N:14][CH:15]=[C:16]([C:18]3[CH2:19][CH2:20][O:21][CH2:22][CH:23]=3)[CH:17]=[C:12]2[S:11][C:10]=1[C:24]([O:26][CH3:27])=[O:25])=[O:7])([CH3:4])([CH3:3])[CH3:2]. Product: [C:1]([O:5][C:6]([NH:8][C:9]1[C:13]2=[N:14][CH:15]=[C:16]([CH:18]3[CH2:19][CH2:20][O:21][CH2:22][CH2:23]3)[CH:17]=[C:12]2[S:11][C:10]=1[C:24]([O:26][CH3:27])=[O:25])=[O:7])([CH3:4])([CH3:3])[CH3:2]. The catalyst class is: 43. (5) Reactant: [CH3:1][O:2][C:3]1[CH:9]=[CH:8][C:7]([N+:10]([O-:12])=[O:11])=[CH:6][C:4]=1[NH2:5].[CH:13](O)=[O:14].C(O)(=O)C. Product: [CH3:1][O:2][C:3]1[CH:9]=[CH:8][C:7]([N+:10]([O-:12])=[O:11])=[CH:6][C:4]=1[NH:5][CH:13]=[O:14]. The catalyst class is: 6. (6) Reactant: Cl[C:2]1[C:11]2[C:6](=[CH:7][C:8]([F:15])=[C:9]([N+:12]([O-:14])=[O:13])[CH:10]=2)[N:5]=[CH:4][N:3]=1.[Cl:16][C:17]1[C:18]([F:25])=[C:19]([CH:21]=[CH:22][C:23]=1[F:24])[NH2:20]. Product: [Cl:16][C:17]1[C:18]([F:25])=[C:19]([NH:20][C:2]2[C:11]3[C:6](=[CH:7][C:8]([F:15])=[C:9]([N+:12]([O-:14])=[O:13])[CH:10]=3)[N:5]=[CH:4][N:3]=2)[CH:21]=[CH:22][C:23]=1[F:24]. The catalyst class is: 32. (7) Reactant: [Cl:1][C:2]1[CH:7]=[C:6]2[NH:8][C:9](=[O:40])[C:10]3([CH:15]([C:16]4[CH:21]=[CH:20][CH:19]=[C:18]([Cl:22])[CH:17]=4)[CH2:14][C:13](=[O:23])[N:12]([CH2:24][CH2:25][CH2:26]Cl)[CH:11]3[C:28]3[C:33]([O:34][CH:35]([CH3:37])[CH3:36])=[CH:32][CH:31]=[C:30]([F:38])[C:29]=3[F:39])[C:5]2=[CH:4][CH:3]=1.[CH3:41]OC([Si](C)(C)C)C.[NH:49]1[CH2:54][CH2:53][O:52][CH2:51][CH2:50]1. Product: [CH3:25][CH2:24][N:12]([CH:11]([CH3:10])[CH3:28])[CH:13]([CH3:14])[CH3:41].[Cl:1][C:2]1[CH:7]=[C:6]2[NH:8][C:9](=[O:40])[C:10]3([CH:15]([C:16]4[CH:21]=[CH:20][CH:19]=[C:18]([Cl:22])[CH:17]=4)[CH2:14][C:13](=[O:23])[N:12]([CH2:24][CH2:25][CH2:26][N:49]4[CH2:54][CH2:53][O:52][CH2:51][CH2:50]4)[CH:11]3[C:28]3[C:33]([O:34][CH:35]([CH3:37])[CH3:36])=[CH:32][CH:31]=[C:30]([F:38])[C:29]=3[F:39])[C:5]2=[CH:4][CH:3]=1. The catalyst class is: 55. (8) Reactant: F[C:2]1[CH:9]=[CH:8][C:5]([CH:6]=[O:7])=[CH:4][CH:3]=1.C(=O)([O-])[O-].[K+].[K+].[N:16]1([C:22](=[O:24])[CH3:23])[CH2:21][CH2:20][NH:19][CH2:18][CH2:17]1. Product: [C:22]([N:16]1[CH2:21][CH2:20][N:19]([C:2]2[CH:9]=[CH:8][C:5]([CH:6]=[O:7])=[CH:4][CH:3]=2)[CH2:18][CH2:17]1)(=[O:24])[CH3:23]. The catalyst class is: 508.